From a dataset of Full USPTO retrosynthesis dataset with 1.9M reactions from patents (1976-2016). Predict the reactants needed to synthesize the given product. (1) Given the product [CH3:1][O:2][C:3]([C:5]1[C:13]2[N:12]=[C:11]([CH2:14][OH:15])[N:10]([CH2:25][CH2:26][CH:27]([CH3:29])[CH3:28])[C:9]=2[CH:8]=[CH:7][CH:6]=1)=[O:4], predict the reactants needed to synthesize it. The reactants are: [CH3:1][O:2][C:3]([C:5]1[C:13]2[N:12]=[C:11]([CH2:14][O:15]C(=O)C)[NH:10][C:9]=2[CH:8]=[CH:7][CH:6]=1)=[O:4].C(=O)([O-])[O-].[Cs+].[Cs+].[CH2:25](I)[CH2:26][CH:27]([CH3:29])[CH3:28].C(Cl)(=O)C. (2) Given the product [Cl:1][C:2]1[CH:10]=[C:9]([F:11])[C:8]([S:12]([Cl:15])(=[O:14])=[O:13])=[CH:7][C:3]=1[C:4]([Cl:16])=[O:5], predict the reactants needed to synthesize it. The reactants are: [Cl:1][C:2]1[CH:10]=[C:9]([F:11])[C:8]([S:12]([Cl:15])(=[O:14])=[O:13])=[CH:7][C:3]=1[C:4](O)=[O:5].[Cl:16]CCl.C(Cl)(=O)C(Cl)=O. (3) Given the product [F:38][C:37]([F:40])([F:39])[S:34]([O:17][C:13]1[C:14]([CH3:16])=[CH:15][C:9]2[S:8][C:7]([NH:6][C:4]([NH:3][CH2:1][CH3:2])=[O:5])=[N:11][C:10]=2[CH:12]=1)(=[O:36])=[O:35], predict the reactants needed to synthesize it. The reactants are: [CH2:1]([NH:3][C:4]([NH:6][C:7]1[S:8][C:9]2[CH:15]=[C:14]([CH3:16])[C:13]([OH:17])=[CH:12][C:10]=2[N:11]=1)=[O:5])[CH3:2].CCN(C(C)C)C(C)C.C1(N([S:34]([C:37]([F:40])([F:39])[F:38])(=[O:36])=[O:35])[S:34]([C:37]([F:40])([F:39])[F:38])(=[O:36])=[O:35])C=CC=CC=1. (4) Given the product [NH2:33][C:29]1[NH:30][C:31](=[O:32])[C:26]2[CH:25]=[C:24]([CH2:23][CH2:22][CH2:21][C:18]3[S:17][C:16]([C:14]([NH:13][C@@H:5]([CH2:6][CH2:7][C:8]([OH:10])=[O:9])[C:4]([OH:35])=[O:3])=[O:15])=[CH:20][CH:19]=3)[NH:34][C:27]=2[N:28]=1, predict the reactants needed to synthesize it. The reactants are: C([O:3][C:4](=[O:35])[C@@H:5]([NH:13][C:14]([C:16]1[S:17][C:18]([CH2:21][CH2:22][CH2:23][C:24]2[NH:34][C:27]3[N:28]=[C:29]([NH2:33])[NH:30][C:31](=[O:32])[C:26]=3[CH:25]=2)=[CH:19][CH:20]=1)=[O:15])[CH2:6][CH2:7][C:8]([O:10]CC)=[O:9])C.[OH-].[Na+].CO.C(Cl)(Cl)Cl. (5) The reactants are: [F:1][C:2]([F:17])([F:16])[C:3]([NH:5][C@H:6]1[C:15]2[C:10](=[CH:11][CH:12]=[CH:13][CH:14]=2)[CH2:9][CH2:8][CH2:7]1)=[O:4].[O-:18][Mn](=O)(=O)=O.[K+]. Given the product [F:1][C:2]([F:16])([F:17])[C:3]([NH:5][C@H:6]1[C:15]2[C:10](=[CH:11][CH:12]=[CH:13][CH:14]=2)[C:9](=[O:18])[CH2:8][CH2:7]1)=[O:4], predict the reactants needed to synthesize it. (6) Given the product [CH3:17][N:14]1[CH2:15][CH2:16][N:11]([C:4]2[C:5]3[O:9][CH:8]=[CH:7][C:6]=3[CH:10]=[C:2]([NH2:1])[CH:3]=2)[CH2:12][CH2:13]1, predict the reactants needed to synthesize it. The reactants are: [NH2:1][C:2]1[CH:3]=[C:4]([N:11]2[CH2:16][CH2:15][N:14]([C:17](OC(C)(C)C)=O)[CH2:13][CH2:12]2)[C:5]2[O:9][CH:8]=[CH:7][C:6]=2[CH:10]=1.[CH3:17][N:14]1[CH2:13][CH2:12][N:11]([C:4]2[C:5]3[O:9][CH:8]=[CH:7][C:6]=3[CH:10]=[C:2]([N+:1]([O-])=O)[CH:3]=2)[CH2:16][CH2:15]1.[N+](C1C=C(N2CCN(C(OC(C)(C)C)=O)CC2)C2OC=CC=2C=1)([O-])=O.NN. (7) Given the product [NH:1]([C:39]([O:41][CH2:42][C:60]1[CH:59]=[CH:68][CH:67]=[CH:69][CH:80]=1)=[O:40])[C@H:2]([C:4]([NH:6][C@H:7]([C:9]([NH:11][C@H:12]([C:36]([N:51]([CH3:50])[O:52][CH3:53])=[O:37])[CH2:13][C:14](=[O:35])[NH:15][C:16]([C:23]1[CH:24]=[CH:25][CH:26]=[CH:27][CH:28]=1)([C:75]1[CH:74]=[CH:73][CH:72]=[CH:71][CH:70]=1)[C:17]1[CH:22]=[CH:21][CH:20]=[CH:19][CH:18]=1)=[O:10])[CH3:8])=[O:5])[CH3:3], predict the reactants needed to synthesize it. The reactants are: [NH:1]([C:39]([O:41][CH2:42]C1C=CC=CC=1)=[O:40])[C@H:2]([C:4]([NH:6][C@H:7]([C:9]([NH:11][C@H:12]([C:36](O)=[O:37])[CH2:13][C:14](=[O:35])[NH:15][C:16](C1C=CC=CC=1)([C:23]1[CH:28]=[CH:27][CH:26]=[CH:25][CH:24]=1)[C:17]1[CH:22]=[CH:21][CH:20]=[CH:19][CH:18]=1)=[O:10])[CH3:8])=[O:5])[CH3:3].Cl.[CH3:50][NH:51][O:52][CH3:53].C(N([CH2:59][CH3:60])CC)C.C(N=C=N[CH:67]([CH3:69])[CH3:68])(C)C.[CH:70]1[CH:71]=[CH:72][C:73]2N(O)N=N[C:74]=2[CH:75]=1.[CH3:80]N(C=O)C. (8) Given the product [CH:22]1([N:23]([CH3:26])[CH2:19][C@@H:17]([OH:18])[CH2:16][O:15][C:12]2[CH:13]=[CH:14][C:9]([C:6]3[C:5]4[CH:20]=[CH:21][C:2]([F:1])=[CH:3][C:4]=4[O:8][N:7]=3)=[CH:10][CH:11]=2)[CH2:20][CH2:21][CH2:2][CH2:3][CH2:4]1, predict the reactants needed to synthesize it. The reactants are: [F:1][C:2]1[CH:21]=[CH:20][C:5]2[C:6]([C:9]3[CH:14]=[CH:13][C:12]([O:15][CH2:16][C@H:17]4[CH2:19][O:18]4)=[CH:11][CH:10]=3)=[N:7][O:8][C:4]=2[CH:3]=1.[CH3:22][N:23]([CH3:26])C=O. (9) Given the product [Cl:1][C:2]1[CH:3]=[CH:4][C:5]([NH:8][C:9](=[O:26])[C@H:10]([NH:15][C:16]([O:18][CH2:19][C:20]2[CH:21]=[CH:22][CH:23]=[CH:24][CH:25]=2)=[O:17])[CH2:11][CH2:12][SH:13]([CH3:27])[CH3:14])=[CH:6][CH:7]=1.[I-:28], predict the reactants needed to synthesize it. The reactants are: [Cl:1][C:2]1[CH:7]=[CH:6][C:5]([NH:8][C:9](=[O:26])[C@H:10]([NH:15][C:16]([O:18][CH2:19][C:20]2[CH:25]=[CH:24][CH:23]=[CH:22][CH:21]=2)=[O:17])[CH2:11][CH2:12][S:13][CH3:14])=[CH:4][CH:3]=1.[CH3:27][I:28]. (10) Given the product [CH3:1][O:2][C:3]([C:5]1[CH:6]=[C:7]2[C:11](=[CH:12][CH:13]=1)[N:10]([CH2:56][C:54]1[CH:55]=[C:50]([Cl:49])[CH:51]=[CH:52][C:53]=1[O:58][CH3:59])[N:9]=[CH:8]2)=[O:4], predict the reactants needed to synthesize it. The reactants are: [CH3:1][O:2][C:3]([C:5]1[CH:6]=[C:7]2[C:11](=[CH:12][CH:13]=1)[NH:10][N:9]=[CH:8]2)=[O:4].C1(P(C2C=CC=CC=2)C2C=CC=CC=2)C=CC=CC=1.CC(OC(/N=N/C(OC(C)(C)C)=O)=O)(C)C.[Cl:49][C:50]1[CH:51]=[CH:52][C:53]([O:58][CH3:59])=[C:54]([CH2:56]O)[CH:55]=1.